Dataset: Peptide-MHC class II binding affinity with 134,281 pairs from IEDB. Task: Regression. Given a peptide amino acid sequence and an MHC pseudo amino acid sequence, predict their binding affinity value. This is MHC class II binding data. (1) The peptide sequence is FKFILNISYMCHFIT. The binding affinity (normalized) is 0.696. The MHC is DRB1_0101 with pseudo-sequence DRB1_0101. (2) The peptide sequence is KMPMYIAGYKTFDGR. The MHC is DRB1_0901 with pseudo-sequence DRB1_0901. The binding affinity (normalized) is 0.311. (3) The peptide sequence is INEPTARAIAYGLDR. The MHC is HLA-DQA10102-DQB10602 with pseudo-sequence HLA-DQA10102-DQB10602. The binding affinity (normalized) is 0.473. (4) The peptide sequence is VLAPTRVVLSEMKEA. The MHC is DRB1_0701 with pseudo-sequence DRB1_0701. The binding affinity (normalized) is 0.630. (5) The peptide sequence is NKICTSKGDSARVTV. The MHC is HLA-DQA10501-DQB10301 with pseudo-sequence HLA-DQA10501-DQB10301. The binding affinity (normalized) is 0.630.